Dataset: Catalyst prediction with 721,799 reactions and 888 catalyst types from USPTO. Task: Predict which catalyst facilitates the given reaction. (1) Reactant: [OH:1][C:2]1[CH:3]=[C:4]([CH:11]=[CH:12][CH:13]=1)[CH2:5][NH:6][S:7]([CH3:10])(=[O:9])=[O:8].Br[CH2:15][C:16]([O:18]C)=[O:17].C([O-])([O-])=O.[K+].[K+]. Product: [CH3:10][S:7]([NH:6][CH2:5][C:4]1[CH:3]=[C:2]([CH:13]=[CH:12][CH:11]=1)[O:1][CH2:15][C:16]([OH:18])=[O:17])(=[O:9])=[O:8]. The catalyst class is: 21. (2) Reactant: C([N:8](CC1C=CC=CC=1)[C:9]1[CH:10]=[N:11][C:12]([CH2:15][NH:16][CH2:17][CH2:18][O:19][CH3:20])=[CH:13][CH:14]=1)C1C=CC=CC=1.[OH-].[Na+]. Product: [CH3:20][O:19][CH2:18][CH2:17][NH:16][CH2:15][C:12]1[N:11]=[CH:10][C:9]([NH2:8])=[CH:14][CH:13]=1. The catalyst class is: 65. (3) Reactant: [F:1][C:2]1[CH:7]=[C:6]([OH:8])[CH:5]=[C:4]([F:9])[C:3]=1[CH2:10][C:11]([OH:13])=O.[NH:14]1[CH2:17][CH2:16][CH2:15]1.C(N(CC)C(C)C)(C)C.CN(C(ON1N=NC2C=CC=NC1=2)=[N+](C)C)C.F[P-](F)(F)(F)(F)F. Product: [N:14]1([C:11](=[O:13])[CH2:10][C:3]2[C:4]([F:9])=[CH:5][C:6]([OH:8])=[CH:7][C:2]=2[F:1])[CH2:17][CH2:16][CH2:15]1. The catalyst class is: 3. (4) Reactant: [Br:1][C:2]1[C:6]2[N:7]=[CH:8][N:9]=[C:10](Cl)[C:5]=2[N:4]([CH3:12])[CH:3]=1.[OH:13][CH:14]1[CH2:19][CH2:18][N:17]([C:20]([O:22][C:23]([CH3:26])([CH3:25])[CH3:24])=[O:21])[CH2:16][CH2:15]1.C([O-])([O-])=O.[K+].[K+]. Product: [Br:1][C:2]1[C:6]2[N:7]=[CH:8][N:9]=[C:10]([O:13][CH:14]3[CH2:15][CH2:16][N:17]([C:20]([O:22][C:23]([CH3:26])([CH3:25])[CH3:24])=[O:21])[CH2:18][CH2:19]3)[C:5]=2[N:4]([CH3:12])[CH:3]=1. The catalyst class is: 9. (5) Reactant: [NH:1]1[C:9]2[C:4](=[CH:5][CH:6]=[CH:7][CH:8]=2)[C:3](/[CH:10]=[C:11]2\[O:12][C:13]3[CH:20]=[C:19]([OH:21])[C:18]([C:22]4[CH:27]=[CH:26][CH:25]=[CH:24][CH:23]=4)=[CH:17][C:14]=3[C:15]\2=[O:16])=[CH:2]1.[C:28]([O:32][C:33]([N:35]1[CH2:40][CH2:39][NH:38][CH2:37][CH2:36]1)=[O:34])([CH3:31])([CH3:30])[CH3:29].[CH2:41]=O. Product: [NH:1]1[C:9]2[C:4](=[CH:5][CH:6]=[CH:7][CH:8]=2)[C:3](/[CH:10]=[C:11]2\[O:12][C:13]3[C:20]([CH2:41][N:38]4[CH2:39][CH2:40][N:35]([C:33]([O:32][C:28]([CH3:31])([CH3:29])[CH3:30])=[O:34])[CH2:36][CH2:37]4)=[C:19]([OH:21])[C:18]([C:22]4[CH:27]=[CH:26][CH:25]=[CH:24][CH:23]=4)=[CH:17][C:14]=3[C:15]\2=[O:16])=[CH:2]1. The catalyst class is: 5.